Dataset: Reaction yield outcomes from USPTO patents with 853,638 reactions. Task: Predict the reaction yield, written as a fraction of the theoretical maximum amount of product (1.0 means a 100% yield; for example, 0.34 means a 34% yield). (1) The reactants are Br[C:2]1[C:9]([F:10])=[CH:8][CH:7]=[C:6]([N+:11]([O-:13])=[O:12])[C:3]=1[C:4]#[N:5].[CH3:14][C:15]([CH3:20])=[CH:16]B(O)O.[O-]P([O-])([O-])=O.[K+].[K+].[K+].C1(P(C2CCCCC2)C2C=CC=CC=2C2C(OC)=CC=CC=2OC)CCCCC1. The catalyst is C1COCC1.C([O-])(=O)C.[Pd+2].C([O-])(=O)C. The product is [F:10][C:9]1[C:2]([CH:14]=[C:15]([CH3:20])[CH3:16])=[C:3]([C:6]([N+:11]([O-:13])=[O:12])=[CH:7][CH:8]=1)[C:4]#[N:5]. The yield is 0.780. (2) No catalyst specified. The product is [NH2:29][C:30]1[N:35]=[CH:34][C:33](/[CH:36]=[CH:37]/[C:38]([N:12]([CH2:11][C:7]2[C:6]3[C:10](=[C:2]([F:1])[CH:3]=[CH:4][CH:5]=3)[NH:9][CH:8]=2)[CH3:13])=[O:40])=[CH:32][CH:31]=1. The yield is 0.180. The reactants are [F:1][C:2]1[CH:3]=[CH:4][CH:5]=[C:6]2[C:10]=1[NH:9][CH:8]=[C:7]2[CH2:11][NH:12][CH3:13].CNCC1C2C=CC=CC=2N2CCCC=12.[NH2:29][C:30]1[N:35]=[CH:34][C:33](/[CH:36]=[CH:37]/[C:38]([OH:40])=O)=[CH:32][CH:31]=1.Cl.O=C1NC2N=CC(/C=C/C(O)=O)=CC=2CC1.